From a dataset of NCI-60 drug combinations with 297,098 pairs across 59 cell lines. Regression. Given two drug SMILES strings and cell line genomic features, predict the synergy score measuring deviation from expected non-interaction effect. Drug 1: CC1C(C(CC(O1)OC2CC(CC3=C2C(=C4C(=C3O)C(=O)C5=C(C4=O)C(=CC=C5)OC)O)(C(=O)CO)O)N)O.Cl. Drug 2: CCN(CC)CCCC(C)NC1=C2C=C(C=CC2=NC3=C1C=CC(=C3)Cl)OC. Cell line: A549. Synergy scores: CSS=15.9, Synergy_ZIP=1.13, Synergy_Bliss=8.42, Synergy_Loewe=6.29, Synergy_HSA=7.06.